From a dataset of Forward reaction prediction with 1.9M reactions from USPTO patents (1976-2016). Predict the product of the given reaction. Given the reactants [Br:1][C:2]1[CH:3]=[CH:4][C:5](F)=[N:6][CH:7]=1.[C:9]([O:13][C:14](=[O:21])[NH:15][C@H:16]1[CH2:20][CH2:19][NH:18][CH2:17]1)([CH3:12])([CH3:11])[CH3:10].C([O-])([O-])=O.[K+].[K+], predict the reaction product. The product is: [C:9]([O:13][C:14](=[O:21])[NH:15][C@H:16]1[CH2:20][CH2:19][N:18]([C:5]2[CH:4]=[CH:3][C:2]([Br:1])=[CH:7][N:6]=2)[CH2:17]1)([CH3:12])([CH3:10])[CH3:11].